Predict the reactants needed to synthesize the given product. From a dataset of Full USPTO retrosynthesis dataset with 1.9M reactions from patents (1976-2016). (1) Given the product [Br:1][C:2]1[CH:7]=[CH:6][C:5]([C:13](=[O:16])[CH2:14][CH3:15])=[C:4]([F:8])[CH:3]=1, predict the reactants needed to synthesize it. The reactants are: [Br:1][C:2]1[CH:3]=[C:4]([F:8])[CH:5]=[CH:6][CH:7]=1.[Cl-].[Al+3].[Cl-].[Cl-].[C:13](Cl)(=[O:16])[CH2:14][CH3:15]. (2) Given the product [F:15][C:12]([F:13])([F:14])[C:6]1[C:5]2[C:9](=[CH:10][C:2]([NH2:1])=[CH:3][CH:4]=2)[NH:8][CH:7]=1, predict the reactants needed to synthesize it. The reactants are: [NH2:1][C:2]1[CH:10]=[C:9]2[C:5]([C:6](O)([C:12]([F:15])([F:14])[F:13])[C:7](=O)[NH:8]2)=[CH:4][CH:3]=1.B.C1COCC1.